From a dataset of NCI-60 drug combinations with 297,098 pairs across 59 cell lines. Regression. Given two drug SMILES strings and cell line genomic features, predict the synergy score measuring deviation from expected non-interaction effect. Drug 1: CC12CCC3C(C1CCC2=O)CC(=C)C4=CC(=O)C=CC34C. Drug 2: CC1=C(C(CCC1)(C)C)C=CC(=CC=CC(=CC(=O)O)C)C. Cell line: CAKI-1. Synergy scores: CSS=13.2, Synergy_ZIP=-12.5, Synergy_Bliss=-12.3, Synergy_Loewe=-10.6, Synergy_HSA=-10.0.